From a dataset of Blood-brain barrier permeability classification from the B3DB database. Regression/Classification. Given a drug SMILES string, predict its absorption, distribution, metabolism, or excretion properties. Task type varies by dataset: regression for continuous measurements (e.g., permeability, clearance, half-life) or binary classification for categorical outcomes (e.g., BBB penetration, CYP inhibition). Dataset: b3db_classification. (1) The drug is O=C(NCCc1ccc(O)c(O)c1)C12CC3CC(CC(C3)C1)C2. The result is 1 (penetrates BBB). (2) The compound is CN1C(=O)CC[C@@H]1c1cccnc1. The result is 1 (penetrates BBB). (3) The drug is O=c1ccn(C2OC(CO)C(O)C2O)c(=O)[nH]1. The result is 1 (penetrates BBB). (4) The drug is NCCCCC(NC(CCc1ccccc1)C(=O)O)C(=O)N1CCCC1C(=O)O. The result is 0 (does not penetrate BBB).